From a dataset of Full USPTO retrosynthesis dataset with 1.9M reactions from patents (1976-2016). Predict the reactants needed to synthesize the given product. (1) Given the product [S:21]1[CH:22]=[CH:23][N:24]=[C:20]1[C:19]#[C:18][C:17]1[C:2]([NH:1][C:27](=[O:28])[C:26]([F:37])([F:36])[F:25])=[C:3]([CH:14]=[CH:15][CH:16]=1)[C:4]([O:6][CH2:7][C:8]1[CH:9]=[CH:10][CH:11]=[CH:12][CH:13]=1)=[O:5], predict the reactants needed to synthesize it. The reactants are: [NH2:1][C:2]1[C:17]([C:18]#[C:19][C:20]2[S:21][CH:22]=[CH:23][N:24]=2)=[CH:16][CH:15]=[CH:14][C:3]=1[C:4]([O:6][CH2:7][C:8]1[CH:13]=[CH:12][CH:11]=[CH:10][CH:9]=1)=[O:5].[F:25][C:26]([F:37])([F:36])[C:27](O[C:27](=[O:28])[C:26]([F:37])([F:36])[F:25])=[O:28].C(=O)([O-])O.[Na+]. (2) Given the product [CH2:1]([O:8][C:9]([N:11]([CH2:35][CH2:36][O:37][CH3:38])[C:12]1[CH:13]=[CH:14][C:15]([O:18][C:19]2[CH:20]=[CH:21][C:22]([CH2:25][CH2:26][C:27]([O:29][CH2:30][CH3:31])=[O:28])=[CH:23][CH:24]=2)=[N:16][CH:17]=1)=[O:10])[C:2]1[CH:7]=[CH:6][CH:5]=[CH:4][CH:3]=1, predict the reactants needed to synthesize it. The reactants are: [CH2:1]([O:8][C:9]([NH:11][C:12]1[CH:13]=[CH:14][C:15]([O:18][C:19]2[CH:24]=[CH:23][C:22]([CH2:25][CH2:26][C:27]([O:29][CH2:30][CH3:31])=[O:28])=[CH:21][CH:20]=2)=[N:16][CH:17]=1)=[O:10])[C:2]1[CH:7]=[CH:6][CH:5]=[CH:4][CH:3]=1.[H-].[Na+].Br[CH2:35][CH2:36][O:37][CH3:38].O. (3) Given the product [F:1][C:2]1[CH:3]=[N:4][CH:5]=[CH:6][C:7]=1[CH:8]([S:10][C:11]1[N:12]=[C:13]([NH:22][C@@H:23]([CH2:24][OH:25])[CH2:26][CH:27]([CH3:28])[CH3:29])[C:14]2[S:19][C:18](=[O:20])[NH:17][C:15]=2[N:16]=1)[CH3:9], predict the reactants needed to synthesize it. The reactants are: [F:1][C:2]1[CH:3]=[N:4][CH:5]=[CH:6][C:7]=1[CH:8]([S:10][C:11]1[N:12]=[C:13]([NH:22][C@H:23]([CH2:26][CH:27]([CH3:29])[CH3:28])[CH2:24][OH:25])[C:14]2[S:19][C:18]([O:20]C)=[N:17][C:15]=2[N:16]=1)[CH3:9]. (4) Given the product [C:29]([N:20]([C:21]1[CH:26]=[CH:25][C:24]([O:27][CH3:28])=[CH:23][CH:22]=1)[CH2:19][CH2:18][NH:17][S:14]([C:5]1[C:4]2[C:8](=[CH:9][CH:10]=[C:2]([Br:1])[CH:3]=2)[N:7]([S:14]([C:39]2[CH:38]=[CH:9][CH:10]=[CH:2][CH:3]=2)(=[O:16])=[O:15])[C:45]=1[C:43]([O:42][CH2:41][CH3:40])=[O:44])(=[O:16])=[O:15])(=[O:31])[CH3:30], predict the reactants needed to synthesize it. The reactants are: [Br:1][C:2]1[CH:3]=[C:4]2[C:8](=[CH:9][CH:10]=1)[NH:7]C(C(N)=O)=[C:5]2[S:14]([NH:17][CH2:18][CH2:19][NH:20][C:21]1[CH:26]=[CH:25][C:24]([O:27][CH3:28])=[CH:23][CH:22]=1)(=[O:16])=[O:15].[C:29](Cl)(=[O:31])[CH3:30].C(N([CH2:38][CH3:39])CC)C.[CH3:40][CH2:41][O:42][C:43]([CH3:45])=[O:44]. (5) Given the product [NH:26]1[C:34]2[C:29](=[CH:30][CH:31]=[C:32]([NH:35][C:2]3[C:11]4=[N:12][NH:13][CH:14]=[C:10]4[C:9]4[CH:8]=[C:7]([C:24]#[N:25])[CH:6]=[CH:5][C:4]=4[N:3]=3)[CH:33]=2)[CH:28]=[N:27]1, predict the reactants needed to synthesize it. The reactants are: Cl[C:2]1[C:11]2=[N:12][N:13](CC3C=CC(OC)=CC=3)[CH:14]=[C:10]2[C:9]2[CH:8]=[C:7]([C:24]#[N:25])[CH:6]=[CH:5][C:4]=2[N:3]=1.[NH:26]1[C:34]2[C:29](=[CH:30][CH:31]=[C:32]([NH2:35])[CH:33]=2)[CH:28]=[N:27]1.Cl. (6) Given the product [CH3:10][O:11][C:12]([C:14]1[N:15]=[CH:16][C:17]([N:8]2[CH2:7][CH2:6][NH:5][CH:4]([CH:1]([CH3:3])[CH3:2])[CH2:9]2)=[N:18][CH:19]=1)=[O:13], predict the reactants needed to synthesize it. The reactants are: [CH:1]([CH:4]1[CH2:9][NH:8][CH2:7][CH2:6][NH:5]1)([CH3:3])[CH3:2].[CH3:10][O:11][C:12]([C:14]1[CH:19]=[N:18][C:17](Cl)=[CH:16][N:15]=1)=[O:13]. (7) Given the product [Cl:8][C:9]1[C:10]([CH:27]([S:36][C:37]2[CH:42]=[CH:41][C:40]([Cl:43])=[CH:39][CH:38]=2)[C:28]2[CH:33]=[C:32]([F:34])[CH:31]=[CH:30][C:29]=2[F:35])=[CH:11][C:12]([NH2:15])=[N:13][CH:14]=1, predict the reactants needed to synthesize it. The reactants are: FC(F)(F)C(O)=O.[Cl:8][C:9]1[C:10]([CH:27]([S:36][C:37]2[CH:42]=[CH:41][C:40]([Cl:43])=[CH:39][CH:38]=2)[C:28]2[CH:33]=[C:32]([F:34])[CH:31]=[CH:30][C:29]=2[F:35])=[CH:11][C:12]([NH:15]CC2C=CC(OC)=C(OC)C=2)=[N:13][CH:14]=1.C(=O)(O)[O-].[Na+].